This data is from Full USPTO retrosynthesis dataset with 1.9M reactions from patents (1976-2016). The task is: Predict the reactants needed to synthesize the given product. (1) Given the product [C:59]([O:58][C@H:47]1[C@@H:48]([O:49][C:50](=[O:57])[C:51]2[CH:56]=[CH:55][CH:54]=[CH:53][CH:52]=2)[C@H:44]([N:15]2[CH:14]=[N:13][C:12]3[C:16]2=[N:17][C:18]([CH2:20][NH:21][S:22]([CH2:25][CH:26]([CH3:28])[CH3:27])(=[O:23])=[O:24])=[N:19][C:11]=3[NH:10][CH2:9][CH:8]([C:2]2[CH:3]=[CH:4][CH:5]=[CH:6][CH:7]=2)[C:29]2[CH:30]=[CH:31][CH:32]=[CH:33][CH:34]=2)[O:45][C@@H:46]1[C:67]1[N:68]=[N:69][N:70]([CH2:72][CH3:73])[CH:71]=1)(=[O:66])[C:60]1[CH:61]=[CH:62][CH:63]=[CH:64][CH:65]=1, predict the reactants needed to synthesize it. The reactants are: Cl.[C:2]1([CH:8]([C:29]2[CH:34]=[CH:33][CH:32]=[CH:31][CH:30]=2)[CH2:9][NH:10][C:11]2[N:19]=[C:18]([CH2:20][NH:21][S:22]([CH2:25][CH:26]([CH3:28])[CH3:27])(=[O:24])=[O:23])[N:17]=[C:16]3[C:12]=2[N:13]=[CH:14][NH:15]3)[CH:7]=[CH:6][CH:5]=[CH:4][CH:3]=1.C(O[C@H:44]1[C@H:48]([O:49][C:50](=[O:57])[C:51]2[CH:56]=[CH:55][CH:54]=[CH:53][CH:52]=2)[C@H:47]([O:58][C:59](=[O:66])[C:60]2[CH:65]=[CH:64][CH:63]=[CH:62][CH:61]=2)[C@@H:46]([C:67]2[N:68]=[N:69][N:70]([CH2:72][CH3:73])[CH:71]=2)[O:45]1)(=O)C1C=CC=CC=1. (2) Given the product [Cl:45][CH2:31][CH:36]1[CH2:33][N:34]([C:37]([O:39][C:40]([CH3:41])([CH3:42])[CH3:43])=[O:38])[CH2:35]1, predict the reactants needed to synthesize it. The reactants are: OCC1CN(C([O-])=O)C1.C1(P(C2C=CC=CC=2)C2C=CC=CC=2)C=CC=CC=1.ClC[CH:31]1[CH2:36][CH2:35][N:34]([C:37]([O:39][C:40]([CH3:43])([CH3:42])[CH3:41])=[O:38])[CH2:33]C1.C(Cl)(Cl)(Cl)[Cl:45]. (3) Given the product [CH3:21][O:20][C:15]1[CH:16]=[CH:17][CH:18]=[CH:19][C:14]=1[C:13]1[N:7]2[C:8]([CH:9]=[N:10][C:5]([C:25]#[N:26])=[N:6]2)=[CH:11][CH:12]=1, predict the reactants needed to synthesize it. The reactants are: CS([C:5]1[N:10]=[CH:9][C:8]2=[CH:11][CH:12]=[C:13]([C:14]3[CH:19]=[CH:18][CH:17]=[CH:16][C:15]=3[O:20][CH3:21])[N:7]2[N:6]=1)(=O)=O.[C-]#N.[K+].[CH3:25][N:26]1CCCC1=O.CCOC(C)=O.